This data is from Full USPTO retrosynthesis dataset with 1.9M reactions from patents (1976-2016). The task is: Predict the reactants needed to synthesize the given product. (1) Given the product [C:1]([NH:9][C:10]1[S:11][CH2:12][CH:13]2[CH2:18][N:17]([C:19]([O:21][CH2:22][C:23]3[CH:24]=[CH:25][CH:26]=[CH:27][CH:28]=3)=[O:20])[CH2:16][C:14]2([C:29]2[S:33][CH:32]=[N:31][CH:30]=2)[N:15]=1)(=[O:8])[C:2]1[CH:7]=[CH:6][CH:5]=[CH:4][CH:3]=1, predict the reactants needed to synthesize it. The reactants are: [C:1]([NH:9][C:10]1[S:11][CH2:12][CH:13]2[CH2:18][N:17]([C:19]([O:21][CH2:22][C:23]3[CH:28]=[CH:27][CH:26]=[CH:25][CH:24]=3)=[O:20])[CH2:16][C:14]2([C:29]2[S:33][C:32]([Si](C)(C)C)=[N:31][CH:30]=2)[N:15]=1)(=[O:8])[C:2]1[CH:7]=[CH:6][CH:5]=[CH:4][CH:3]=1.[F-].C([N+](CCCC)(CCCC)CCCC)CCC. (2) Given the product [F:1][C:2]([F:17])([F:16])[C:3]1[CH:8]=[CH:7][C:6]([C:9]([F:12])([F:11])[F:10])=[CH:5][C:4]=1[C:19]1[N:24]=[C:23]([NH2:25])[N:22]=[C:21]([NH:26][CH3:27])[CH:20]=1, predict the reactants needed to synthesize it. The reactants are: [F:1][C:2]([F:17])([F:16])[C:3]1[CH:8]=[CH:7][C:6]([C:9]([F:12])([F:11])[F:10])=[CH:5][C:4]=1B(O)O.I[C:19]1[N:24]=[C:23]([NH2:25])[N:22]=[C:21]([NH:26][CH3:27])[CH:20]=1. (3) Given the product [CH2:3]([O:5][C:6](=[O:28])[CH2:7][C:8]1[CH:9]=[N:10][CH:11]=[C:12]([C:14]2[CH:19]=[CH:18][C:17]([C:20]([F:21])([F:23])[F:22])=[CH:16][C:15]=2[CH2:24][N:25]([C:42](=[O:43])[CH2:41][C:34]2[N:35]=[C:36]([O:38][CH2:39][CH3:40])[CH:37]=[C:32]([O:31][CH2:29][CH3:30])[N:33]=2)[CH2:26][CH3:27])[CH:13]=1)[CH3:4], predict the reactants needed to synthesize it. The reactants are: Cl.Cl.[CH2:3]([O:5][C:6](=[O:28])[CH2:7][C:8]1[CH:9]=[N:10][CH:11]=[C:12]([C:14]2[CH:19]=[CH:18][C:17]([C:20]([F:23])([F:22])[F:21])=[CH:16][C:15]=2[CH2:24][NH:25][CH2:26][CH3:27])[CH:13]=1)[CH3:4].[CH2:29]([O:31][C:32]1[CH:37]=[C:36]([O:38][CH2:39][CH3:40])[N:35]=[C:34]([CH2:41][C:42](O)=[O:43])[N:33]=1)[CH3:30]. (4) The reactants are: C([O-])([O-])=O.[K+].[K+].[C:7]1([CH2:13][S:14](Cl)(=[O:16])=[O:15])[CH:12]=[CH:11][CH:10]=[CH:9][CH:8]=1.Br.[Br:19][CH2:20][CH2:21][NH2:22].O. Given the product [Br:19][CH2:20][CH2:21][NH:22][S:14]([CH2:13][C:7]1[CH:12]=[CH:11][CH:10]=[CH:9][CH:8]=1)(=[O:16])=[O:15], predict the reactants needed to synthesize it. (5) Given the product [CH2:1]([N:8]1[C@@H:13]2[C@H:14]([S:16]([C:19]3[CH:20]=[CH:21][CH:22]=[CH:23][CH:24]=3)(=[O:17])=[O:18])[CH2:15][C@@:9]1([C:26]1[CH:31]=[CH:30][CH:29]=[CH:28][CH:27]=1)[C@H:10]([O:25][C:44](=[O:45])[C:43]1[CH:47]=[C:48]([C:50]([F:51])([F:52])[F:53])[CH:49]=[C:41]([C:40]([F:39])([F:54])[F:55])[CH:42]=1)[CH2:11][CH2:12]2)[C:2]1[CH:7]=[CH:6][CH:5]=[CH:4][CH:3]=1, predict the reactants needed to synthesize it. The reactants are: [CH2:1]([N:8]1[C@@H:13]2[C@H:14]([S:16]([C:19]3[CH:24]=[CH:23][CH:22]=[CH:21][CH:20]=3)(=[O:18])=[O:17])[CH2:15][C@@:9]1([C:26]1[CH:31]=[CH:30][CH:29]=[CH:28][CH:27]=1)[C@H:10]([OH:25])[CH2:11][CH2:12]2)[C:2]1[CH:7]=[CH:6][CH:5]=[CH:4][CH:3]=1.C(N(CC)CC)C.[F:39][C:40]([F:55])([F:54])[C:41]1[CH:42]=[C:43]([CH:47]=[C:48]([C:50]([F:53])([F:52])[F:51])[CH:49]=1)[C:44](Cl)=[O:45].C([O-])(O)=O.[Na+]. (6) Given the product [O:67]1[CH2:64][CH2:65][CH2:66][CH2:69][CH:68]1[O:2][NH:3][C:4]([C:6]1([S:12]([C:15]2[CH:16]=[CH:17][C:18]([C:21]3[CH:26]=[N:25][C:24]([CH2:27][CH2:28][CH2:29][C:30]([F:32])([F:31])[F:33])=[CH:23][N:22]=3)=[CH:19][CH:20]=2)(=[O:14])=[O:13])[CH2:11][CH2:10][O:9][CH2:8][CH2:7]1)=[O:5], predict the reactants needed to synthesize it. The reactants are: Cl.[OH:2][NH:3][C:4]([C:6]1([S:12]([C:15]2[CH:20]=[CH:19][C:18]([C:21]3[CH:26]=[N:25][C:24]([CH2:27][CH2:28][C:29](F)(F)[C:30]([F:33])([F:32])[F:31])=[CH:23][N:22]=3)=[CH:17][CH:16]=2)(=[O:14])=[O:13])[CH2:11][CH2:10][O:9][CH2:8][CH2:7]1)=[O:5].C1(N2CCC(S(C3C=CC(C4[CH:66]=[CH:65][C:64]([O:67][C:68](F)(F)[CH:69](F)F)=CC=4)=CC=3)(=O)=O)(C(OC(C)(C)C)=O)CC2)CC1.